Dataset: Full USPTO retrosynthesis dataset with 1.9M reactions from patents (1976-2016). Task: Predict the reactants needed to synthesize the given product. Given the product [CH3:45][C:42]([CH3:46])([CH2:43][CH3:44])[CH2:41][C:40](=[O:47])[CH2:39][NH:38][C:36]([C:26]1([CH2:48][C:49]2[CH:50]=[CH:51][C:52]([C:55]3[CH:60]=[CH:59][C:58]([F:61])=[CH:57][N:56]=3)=[CH:53][CH:54]=2)[CH2:25][C:24]([F:62])([F:23])[CH2:28][N:27]1[C:29]([O:31][C:32]([CH3:33])([CH3:34])[CH3:35])=[O:30])=[O:37], predict the reactants needed to synthesize it. The reactants are: CC(OI1(OC(C)=O)(OC(C)=O)OC(=O)C2C=CC=CC1=2)=O.[F:23][C:24]1([F:62])[CH2:28][N:27]([C:29]([O:31][C:32]([CH3:35])([CH3:34])[CH3:33])=[O:30])[C:26]([CH2:48][C:49]2[CH:54]=[CH:53][C:52]([C:55]3[CH:60]=[CH:59][C:58]([F:61])=[CH:57][N:56]=3)=[CH:51][CH:50]=2)([C:36]([NH:38][CH2:39][CH:40]([OH:47])[CH2:41][C:42]([CH3:46])([CH3:45])[CH2:43][CH3:44])=[O:37])[CH2:25]1.